Dataset: Forward reaction prediction with 1.9M reactions from USPTO patents (1976-2016). Task: Predict the product of the given reaction. (1) Given the reactants [CH3:1][O:2][C:3]1[CH:8]=[CH:7][CH:6]=[CH:5][C:4]=1[Mg]Br.BrC1C=CC=CC=1[O:18]C.[Mg].[NH2:21][C:22]1[N:26]([C:27]2[C:32]([Cl:33])=[CH:31][C:30]([Cl:34])=[CH:29][C:28]=2[Cl:35])[N:25]=[C:24]([S:36][CH3:37])[C:23]=1[C:38]#N.[Cl-].[NH4+], predict the reaction product. The product is: [NH2:21][C:22]1[N:26]([C:27]2[C:32]([Cl:33])=[CH:31][C:30]([Cl:34])=[CH:29][C:28]=2[Cl:35])[N:25]=[C:24]([S:36][CH3:37])[C:23]=1[C:38](=[O:18])[C:4]1[CH:5]=[CH:6][CH:7]=[CH:8][C:3]=1[O:2][CH3:1]. (2) Given the reactants [C:1]([C:3]1([C:21]([O:23]CC)=[O:22])[CH2:8][CH2:7][N:6]([CH:9]2[CH2:15][CH2:14][CH2:13][N:12]([C:16]([O:18][CH2:19][CH3:20])=[O:17])[CH2:11][CH2:10]2)[CH2:5][CH2:4]1)#[N:2].[Li+].[OH-].Cl, predict the reaction product. The product is: [C:1]([C:3]1([C:21]([OH:23])=[O:22])[CH2:4][CH2:5][N:6]([CH:9]2[CH2:15][CH2:14][CH2:13][N:12]([C:16]([O:18][CH2:19][CH3:20])=[O:17])[CH2:11][CH2:10]2)[CH2:7][CH2:8]1)#[N:2]. (3) Given the reactants [Cl:1][C:2]1[C:10]2[O:9][N:8]=[C:7]([CH3:11])[C:6]=2[CH:5]=[C:4]([CH:12]=O)[C:3]=1[N:14]1[CH2:19][C@H:18]([CH3:20])[O:17][C@H:16]([CH3:21])[CH2:15]1.[NH:22]1[C:29](=[O:30])[CH2:28][C:26](=[O:27])[NH:25][C:23]1=[O:24], predict the reaction product. The product is: [Cl:1][C:2]1[C:10]2[O:9][N:8]=[C:7]([CH3:11])[C:6]=2[CH:5]=[C:4]2[C:3]=1[N:14]1[CH2:15][C@@H:16]([CH3:21])[O:17][C@@H:18]([CH3:20])[C@@H:19]1[C:28]1([C:26](=[O:27])[NH:25][C:23](=[O:24])[NH:22][C:29]1=[O:30])[CH2:12]2.